This data is from Full USPTO retrosynthesis dataset with 1.9M reactions from patents (1976-2016). The task is: Predict the reactants needed to synthesize the given product. (1) Given the product [N+:11]([C:8]1[CH:9]=[CH:10][C:5]2[O:4][C:3]([C:14]([O:16][CH2:17][CH3:18])=[O:15])=[C:2]([O:1][CH2:20][CH2:19][CH3:29])[C:6]=2[CH:7]=1)([O-:13])=[O:12], predict the reactants needed to synthesize it. The reactants are: [OH:1][C:2]1[C:6]2[CH:7]=[C:8]([N+:11]([O-:13])=[O:12])[CH:9]=[CH:10][C:5]=2[O:4][C:3]=1[C:14]([O:16][CH2:17][CH3:18])=[O:15].[CH2:19]1[CH2:29]CN2C(=NCCC2)C[CH2:20]1.ICCC.Cl. (2) Given the product [N:34]1([CH2:39][CH2:40][O:1][C:2]2[CH:3]=[C:4]3[C:9](=[CH:10][CH:11]=2)[CH:8]([C:12]([O:14][CH3:15])=[O:13])[N:7]([S:16]([C:19]2[CH:24]=[CH:23][C:22]([O:25][C:26]4[CH:27]=[CH:28][C:29]([O:32][CH3:33])=[CH:30][CH:31]=4)=[CH:21][CH:20]=2)(=[O:17])=[O:18])[CH2:6][CH2:5]3)[CH:38]=[CH:37][N:36]=[CH:35]1, predict the reactants needed to synthesize it. The reactants are: [OH:1][C:2]1[CH:3]=[C:4]2[C:9](=[CH:10][CH:11]=1)[CH:8]([C:12]([O:14][CH3:15])=[O:13])[N:7]([S:16]([C:19]1[CH:24]=[CH:23][C:22]([O:25][C:26]3[CH:31]=[CH:30][C:29]([O:32][CH3:33])=[CH:28][CH:27]=3)=[CH:21][CH:20]=1)(=[O:18])=[O:17])[CH2:6][CH2:5]2.[N:34]1([CH2:39][CH2:40]O)[CH:38]=[CH:37][N:36]=[CH:35]1.FC1C=CC(OC2C=CC(S(N3CCC4C(=CC=C(OCCCN5CCN(C)CC5)C=4)C3C(OC)=O)(=O)=O)=CC=2)=CC=1.